Predict the reactants needed to synthesize the given product. From a dataset of Full USPTO retrosynthesis dataset with 1.9M reactions from patents (1976-2016). Given the product [CH3:13][N:12]([CH3:14])[C@H:9]1[CH2:10][CH2:11][N:7]([C:5]([CH:3]2[CH2:4][N:1]([C:18]([C:17]3[CH:21]=[C:22]([CH:23]=[CH:24][C:16]=3[F:15])[CH:25]=[O:26])=[O:19])[CH2:2]2)=[O:6])[CH2:8]1, predict the reactants needed to synthesize it. The reactants are: [NH:1]1[CH2:4][CH:3]([C:5]([N:7]2[CH2:11][CH2:10][C@H:9]([N:12]([CH3:14])[CH3:13])[CH2:8]2)=[O:6])[CH2:2]1.[F:15][C:16]1[CH:24]=[CH:23][C:22]([CH:25]=[O:26])=[CH:21][C:17]=1[C:18](O)=[O:19].F[P-](F)(F)(F)(F)F.N1(OC(N(C)C)=[N+](C)C)C2C=CC=CC=2N=N1.C(N(CC)C(C)C)(C)C.